This data is from Forward reaction prediction with 1.9M reactions from USPTO patents (1976-2016). The task is: Predict the product of the given reaction. (1) Given the reactants Br[C:2]1[CH:3]=[CH:4][C:5]2[C:6]3[S:15][C:14]([CH2:16][CH2:17][CH3:18])=[N:13][C:7]=3[C:8]([NH2:12])=[N:9][C:10]=2[CH:11]=1.[NH2:19][C:20]([C:22]1[CH:27]=[CH:26][CH:25]=[CH:24][C:23]=1B(O)O)=[O:21], predict the reaction product. The product is: [NH2:12][C:8]1[C:7]2[N:13]=[C:14]([CH2:16][CH2:17][CH3:18])[S:15][C:6]=2[C:5]2[CH:4]=[CH:3][C:2]([C:23]3[CH:24]=[CH:25][CH:26]=[CH:27][C:22]=3[C:20]([NH2:19])=[O:21])=[CH:11][C:10]=2[N:9]=1. (2) Given the reactants FC(F)(F)C(O)=O.C(O[C:13]([N:15]1[CH2:21][CH2:20][CH:19]([NH:22][C:23](=[O:41])[C@@H:24]([NH:29][C:30]([C:32]2[O:33][C:34]3[CH:40]=[CH:39][CH:38]=[CH:37][C:35]=3[CH:36]=2)=[O:31])[CH2:25][CH:26]([CH3:28])[CH3:27])[CH:18]([OH:42])[CH2:17][N:16]1[C:43]([O:45][CH2:46][C:47]1[CH:52]=[CH:51][CH:50]=[CH:49][CH:48]=1)=[O:44])=O)(C)(C)C.C=O.[BH3-]C#N.[Na+], predict the reaction product. The product is: [CH2:46]([O:45][C:43]([N:16]1[CH2:17][CH:18]([OH:42])[CH:19]([NH:22][C:23](=[O:41])[C@@H:24]([NH:29][C:30]([C:32]2[O:33][C:34]3[CH:40]=[CH:39][CH:38]=[CH:37][C:35]=3[CH:36]=2)=[O:31])[CH2:25][CH:26]([CH3:28])[CH3:27])[CH2:20][CH2:21][N:15]1[CH3:13])=[O:44])[C:47]1[CH:48]=[CH:49][CH:50]=[CH:51][CH:52]=1. (3) Given the reactants C[O:2][C:3]1[CH:4]=[C:5](B(O)O)[CH:6]=[CH:7][CH:8]=1.Br[C:13]1[CH:14]=[C:15]([C@@H:20]2[CH2:24][NH:23][C:22](=[O:25])[CH2:21]2)[CH:16]=[CH:17][C:18]=1[Cl:19].C[O:27]C, predict the reaction product. The product is: [ClH:19].[NH2:23][CH2:24][C@@H:20]([C:15]1[CH:16]=[CH:17][C:18]([Cl:19])=[C:13]([C:5]2[CH:6]=[CH:7][CH:8]=[C:3]([OH:2])[CH:4]=2)[CH:14]=1)[CH2:21][C:22]([OH:25])=[O:27]. (4) Given the reactants [C:1]12([C:7]3[O:8][C:9]4[CH:19]=[C:18]([N:20]([CH3:25])[S:21]([CH3:24])(=[O:23])=[O:22])[C:17](B5OC(C)(C)C(C)(C)O5)=[CH:16][C:10]=4[C:11]=3[C:12]([NH:14][CH3:15])=[O:13])[CH2:6][CH:5]1[CH2:4][CH2:3][CH2:2]2.Cl[C:36]1[CH:37]=[CH:38][C:39]2[O:52][CH2:51][N:42]3[C:43]4[CH:44]=[CH:45][CH:46]=[C:47]([F:50])[C:48]=4[CH:49]=[C:41]3[C:40]=2[N:53]=1.[O-]P([O-])([O-])=O.[K+].[K+].[K+].CC(C1C=C(C(C)C)C(C2C=CC=CC=2P(C2CCCCC2)C2CCCCC2)=C(C(C)C)C=1)C, predict the reaction product. The product is: [C:1]12([C:7]3[O:8][C:9]4[CH:19]=[C:18]([N:20]([CH3:25])[S:21]([CH3:24])(=[O:22])=[O:23])[C:17]([C:36]5[CH:37]=[CH:38][C:39]6[O:52][CH2:51][N:42]7[C:43]8[CH:44]=[CH:45][CH:46]=[C:47]([F:50])[C:48]=8[CH:49]=[C:41]7[C:40]=6[N:53]=5)=[CH:16][C:10]=4[C:11]=3[C:12]([NH:14][CH3:15])=[O:13])[CH2:6][CH:5]1[CH2:4][CH2:3][CH2:2]2. (5) Given the reactants C(O)(=O)C.O.[Cl:6][C:7]1[CH:8]=[C:9]([C:14]2([C:30]([F:33])([F:32])[F:31])[O:18][N:17]=[C:16]([C:19]3[CH:20]=[CH:21][C:22]([CH2:28][CH3:29])=[C:23]([N+:25]([O-])=O)[CH:24]=3)[CH2:15]2)[CH:10]=[C:11]([Cl:13])[CH:12]=1, predict the reaction product. The product is: [Cl:6][C:7]1[CH:8]=[C:9]([C:14]2([C:30]([F:32])([F:31])[F:33])[O:18][N:17]=[C:16]([C:19]3[CH:20]=[CH:21][C:22]([CH2:28][CH3:29])=[C:23]([CH:24]=3)[NH2:25])[CH2:15]2)[CH:10]=[C:11]([Cl:13])[CH:12]=1. (6) Given the reactants [Cl:1][C:2]1[CH:3]=[C:4](B(O)O)[CH:5]=[CH:6][CH:7]=1.Br[C:12]1[CH:13]=[CH:14][C:15]2[NH:20][CH:19]([CH3:21])[O:18][C:17]([CH3:23])([CH3:22])[C:16]=2[CH:24]=1, predict the reaction product. The product is: [Cl:1][C:2]1[CH:3]=[C:4]([C:12]2[CH:13]=[CH:14][C:15]3[NH:20][CH:19]([CH3:21])[O:18][C:17]([CH3:23])([CH3:22])[C:16]=3[CH:24]=2)[CH:5]=[CH:6][CH:7]=1.